The task is: Predict the reactants needed to synthesize the given product.. This data is from Full USPTO retrosynthesis dataset with 1.9M reactions from patents (1976-2016). (1) Given the product [C:1]([Si:5]([C:14]1[CH:19]=[CH:18][CH:17]=[CH:16][CH:15]=1)([C:20]1[CH:25]=[CH:24][CH:23]=[CH:22][CH:21]=1)[O:6][CH2:7][C@@H:8]([CH3:13])[C:9]([OH:11])=[O:10])([CH3:2])([CH3:3])[CH3:4], predict the reactants needed to synthesize it. The reactants are: [C:1]([Si:5]([C:20]1[CH:25]=[CH:24][CH:23]=[CH:22][CH:21]=1)([C:14]1[CH:19]=[CH:18][CH:17]=[CH:16][CH:15]=1)[O:6][CH2:7][C@@H:8]([CH3:13])[C:9]([O:11]C)=[O:10])([CH3:4])([CH3:3])[CH3:2].[OH-].[Na+]. (2) Given the product [NH:7]1[C:11]2[CH:12]=[CH:13][C:14]([CH2:16][OH:17])=[CH:15][C:10]=2[N:9]=[N:8]1, predict the reactants needed to synthesize it. The reactants are: [H-].[H-].[H-].[H-].[Li+].[Al+3].[NH:7]1[C:11]2[CH:12]=[CH:13][C:14]([C:16](OC)=[O:17])=[CH:15][C:10]=2[N:9]=[N:8]1. (3) Given the product [NH2:8][C:7]1[NH:6][C:5](=[O:9])[N:4]([CH2:10][CH2:11][CH3:12])[C:3](=[O:13])[C:2]=1[NH:1][C:26]([C:24]1[CH:23]=[N:22][N:21]([CH2:14][C:15]2[CH:20]=[CH:19][CH:18]=[CH:17][CH:16]=2)[CH:25]=1)=[O:27], predict the reactants needed to synthesize it. The reactants are: [NH2:1][C:2]1[C:3](=[O:13])[N:4]([CH2:10][CH2:11][CH3:12])[C:5](=[O:9])[NH:6][C:7]=1[NH2:8].[CH2:14]([N:21]1[CH:25]=[C:24]([C:26](O)=[O:27])[CH:23]=[N:22]1)[C:15]1[CH:20]=[CH:19][CH:18]=[CH:17][CH:16]=1.CCN=C=NCCCN(C)C.Cl. (4) Given the product [F:1][CH:2]([CH:8]([O:11][C:12](=[O:16])[C:13]([CH3:15])=[CH2:14])[CH2:9][CH3:10])[C:3]([OH:5])=[O:4], predict the reactants needed to synthesize it. The reactants are: [F:1][CH:2]([CH:8]([O:11][C:12](=[O:16])[C:13]([CH3:15])=[CH2:14])[CH2:9][CH3:10])[C:3]([O:5]CC)=[O:4].[OH-].C[N+](C)(C)C.